From a dataset of Catalyst prediction with 721,799 reactions and 888 catalyst types from USPTO. Predict which catalyst facilitates the given reaction. (1) Reactant: [OH:1][CH2:2][C@@H:3]([NH:24][CH2:25][C@H:26]([OH:35])[CH2:27][O:28][C:29]1[CH:34]=[CH:33][CH:32]=[CH:31][CH:30]=1)[CH2:4][C:5]1[CH:10]=[CH:9][C:8]([NH:11][C:12]([C:14]2[CH:23]=[CH:22][C:17]([C:18]([O:20]C)=[O:19])=[CH:16][CH:15]=2)=[O:13])=[CH:7][CH:6]=1.[OH-].[Na+:37]. Product: [OH:1][CH2:2][C@@H:3]([NH:24][CH2:25][C@H:26]([OH:35])[CH2:27][O:28][C:29]1[CH:30]=[CH:31][CH:32]=[CH:33][CH:34]=1)[CH2:4][C:5]1[CH:6]=[CH:7][C:8]([NH:11][C:12]([C:14]2[CH:23]=[CH:22][C:17]([C:18]([O-:20])=[O:19])=[CH:16][CH:15]=2)=[O:13])=[CH:9][CH:10]=1.[Na+:37]. The catalyst class is: 5. (2) Reactant: [CH3:1][N:2]1[CH2:15][CH2:14][C:13]2[C:12]3[CH:11]=[C:10]([CH3:16])[CH:9]=[CH:8][C:7]=3[NH:6][C:5]=2[CH2:4][CH2:3]1.[H-].[Na+].[CH3:19][C:20]1([C:23]2[CH:24]=[N:25][CH:26]=[CH:27][CH:28]=2)[CH2:22][O:21]1. The catalyst class is: 3. Product: [CH3:1][N:2]1[CH2:15][CH2:14][C:13]2[C:12]3[CH:11]=[C:10]([CH3:16])[CH:9]=[CH:8][C:7]=3[N:6]([CH2:19][C:20]([C:23]3[CH:24]=[N:25][CH:26]=[CH:27][CH:28]=3)([OH:21])[CH3:22])[C:5]=2[CH2:4][CH2:3]1.